Dataset: TCR-epitope binding with 47,182 pairs between 192 epitopes and 23,139 TCRs. Task: Binary Classification. Given a T-cell receptor sequence (or CDR3 region) and an epitope sequence, predict whether binding occurs between them. (1) The epitope is DPFRLLQNSQVFS. The TCR CDR3 sequence is CSARDPLINTQYF. Result: 0 (the TCR does not bind to the epitope). (2) Result: 0 (the TCR does not bind to the epitope). The epitope is NLWNTFTRL. The TCR CDR3 sequence is CASSPQTGVDGELFF. (3) The epitope is RQLLFVVEV. The TCR CDR3 sequence is CSVVGFLNTEAFF. Result: 1 (the TCR binds to the epitope). (4) The epitope is LPPIVAKEI. The TCR CDR3 sequence is CASSFPGANVLTF. Result: 0 (the TCR does not bind to the epitope). (5) The epitope is ITEEVGHTDLMAAY. The TCR CDR3 sequence is CAISEGSETLNYGYTF. Result: 1 (the TCR binds to the epitope). (6) The epitope is RIFTIGTVTLK. The TCR CDR3 sequence is CASSQGQGNIQYF. Result: 0 (the TCR does not bind to the epitope).